From a dataset of Forward reaction prediction with 1.9M reactions from USPTO patents (1976-2016). Predict the product of the given reaction. (1) Given the reactants [Cl:1][C:2]1[CH:6]=[CH:5][S:4][C:3]=1[C:7]1[N:8]=[C:9]([NH2:12])[S:10][CH:11]=1.[Br:13][C:14]1[CH:15]=[C:16]([S:20](Cl)(=[O:22])=[O:21])[S:17][C:18]=1[Cl:19], predict the reaction product. The product is: [Br:13][C:14]1[CH:15]=[C:16]([S:20]([NH:12][C:9]2[S:10][CH:11]=[C:7]([C:3]3[S:4][CH:5]=[CH:6][C:2]=3[Cl:1])[N:8]=2)(=[O:22])=[O:21])[S:17][C:18]=1[Cl:19]. (2) Given the reactants [C:1]([C:4]1[N:9]=[C:8]([C:10]2[CH:15]=[CH:14][C:13]([O:16][C:17]3[CH:22]=[CH:21][C:20]([F:23])=[CH:19][CH:18]=3)=[CH:12][CH:11]=2)[N:7]=[C:6]([N:24]2[CH2:28][CH2:27][CH2:26][C@H:25]2[C:29]([O:31]C)=[O:30])[CH:5]=1)(=[O:3])[NH2:2].[OH:33][Li].O, predict the reaction product. The product is: [C:29]([C@@H:25]1[CH2:26][CH2:27][CH2:28][N:24]1[C:6]1[N:7]=[C:8]([C:10]2[CH:11]=[CH:12][C:13]([O:16][C:17]3[CH:22]=[CH:21][C:20]([F:23])=[CH:19][CH:18]=3)=[CH:14][CH:15]=2)[N:9]=[C:4]([C:1]([OH:33])=[O:3])[CH:5]=1)([OH:31])=[O:30].[C:1]([C:4]1[N:9]=[C:8]([C:10]2[CH:11]=[CH:12][C:13]([O:16][C:17]3[CH:18]=[CH:19][C:20]([F:23])=[CH:21][CH:22]=3)=[CH:14][CH:15]=2)[N:7]=[C:6]([N:24]2[CH2:28][CH2:27][CH2:26][C@H:25]2[C:29]([OH:31])=[O:30])[CH:5]=1)(=[O:3])[NH2:2]. (3) Given the reactants [CH3:1][NH:2][C:3]1[CH:8]=[CH:7][N:6]=[C:5]([NH2:9])[CH:4]=1.Br[CH2:11][C:12]([C:14]1[CH:19]=[CH:18][C:17]([O:20][CH3:21])=[C:16]([O:22][CH3:23])[CH:15]=1)=O, predict the reaction product. The product is: [CH3:23][O:22][C:16]1[CH:15]=[C:14]([C:12]2[N:9]=[C:5]3[CH:4]=[C:3]([NH:2][CH3:1])[CH:8]=[CH:7][N:6]3[CH:11]=2)[CH:19]=[CH:18][C:17]=1[O:20][CH3:21]. (4) Given the reactants [CH2:1]([O:3][C:4]1[C:5]2[CH:16]=[CH:15][CH:14]=[CH:13][C:6]=2[S:7][C:8]=1[C:9]([O:11]C)=[O:10])[CH3:2].O.[OH-].[Li+].O, predict the reaction product. The product is: [CH2:1]([O:3][C:4]1[C:5]2[CH:16]=[CH:15][CH:14]=[CH:13][C:6]=2[S:7][C:8]=1[C:9]([OH:11])=[O:10])[CH3:2]. (5) Given the reactants [H-].[Na+].[CH3:3][O:4][C:5]1[N:10]=[C:9]2[NH:11][CH:12]=[C:13]([C:14]3[CH:19]=[CH:18][CH:17]=[CH:16][CH:15]=3)[C:8]2=[C:7]([C:20]([F:23])([F:22])[F:21])[CH:6]=1.[CH3:24]I.[NH4+].[Cl-], predict the reaction product. The product is: [CH3:3][O:4][C:5]1[N:10]=[C:9]2[N:11]([CH3:24])[CH:12]=[C:13]([C:14]3[CH:19]=[CH:18][CH:17]=[CH:16][CH:15]=3)[C:8]2=[C:7]([C:20]([F:23])([F:21])[F:22])[CH:6]=1. (6) Given the reactants [NH:1]1[C:10]2[C:5](=[CH:6][CH:7]=[CH:8][CH:9]=2)[C:4](=[O:11])[CH2:3][CH2:2]1.[O:12]1[CH:16]=[CH:15][CH:14]=[C:13]1[C:17](Cl)=[O:18], predict the reaction product. The product is: [O:12]1[CH:16]=[CH:15][CH:14]=[C:13]1[C:17]([N:1]1[C:10]2[C:5](=[CH:6][CH:7]=[CH:8][CH:9]=2)[C:4](=[O:11])[CH2:3][CH2:2]1)=[O:18]. (7) Given the reactants [CH2:1]([OH:5])[CH:2]([OH:4])[CH3:3].[SH:6][C:7]([CH3:12])([CH3:11])[C:8]([OH:10])=O.O.C1(C)C=[CH:18][C:17]([S:20](O)(=O)=O)=[CH:16]C=1.[C:25](=[O:28])([O-])O.[Na+], predict the reaction product. The product is: [SH:20][C:17]([CH3:18])([CH3:16])[C:25]([O:5][CH2:1][CH:2]([O:4][C:8](=[O:10])[C:7]([SH:6])([CH3:12])[CH3:11])[CH3:3])=[O:28].